Dataset: M1 muscarinic receptor antagonist screen with 61,756 compounds. Task: Binary Classification. Given a drug SMILES string, predict its activity (active/inactive) in a high-throughput screening assay against a specified biological target. (1) The drug is Clc1ccc(S(=O)(=O)Nc2cc3nc(n(c3cc2)C)CN2CCCCC2)cc1. The result is 0 (inactive). (2) The molecule is S(CC(=O)N1CCOCC1)c1n(nnn1)CC. The result is 0 (inactive). (3) The drug is O=c1[nH]c2c(c(CN(c3ccc(cc3)C)C(=O)C)c1)cccc2. The result is 0 (inactive). (4) The drug is S1C(Cc2nc(SCC(=O)Nc3cc4OCCOc4cc3)n(c(=O)c12)CCOC)C. The result is 0 (inactive). (5) The molecule is s1c2n(c3c(c(=O)n2)cccc3)c(c1)C. The result is 0 (inactive). (6) The drug is s1c(CN2CC(CC2=O)C(O)=O)ccc1. The result is 0 (inactive). (7) The compound is O=c1[nH]n(C(CCCCCC)C)c2[nH]c(=O)cc(c12)C. The result is 0 (inactive).